This data is from Full USPTO retrosynthesis dataset with 1.9M reactions from patents (1976-2016). The task is: Predict the reactants needed to synthesize the given product. (1) The reactants are: P(Cl)(Cl)([Cl:3])=O.O[C:7]1[C:16]2[C:11](=[CH:12][CH:13]=[CH:14][N:15]=2)[N:10]=[CH:9][C:8]=1[N+:17]([O-:19])=[O:18]. Given the product [Cl:3][C:7]1[C:16]2[C:11](=[CH:12][CH:13]=[CH:14][N:15]=2)[N:10]=[CH:9][C:8]=1[N+:17]([O-:19])=[O:18], predict the reactants needed to synthesize it. (2) Given the product [F:1][C:2]1([F:24])[CH2:7][CH2:6][CH:5]([CH2:8][NH:9][C:10]([C:12]2[C:13]3[CH:14]=[CH:15][C:16]([C:29]4[CH2:30][CH2:31][N:26]([CH3:25])[CH2:27][CH:28]=4)=[N:17][C:18]=3[CH:19]=[CH:20][C:21]=2[Cl:22])=[O:11])[CH2:4][CH2:3]1, predict the reactants needed to synthesize it. The reactants are: [F:1][C:2]1([F:24])[CH2:7][CH2:6][CH:5]([CH2:8][NH:9][C:10]([C:12]2[C:13]3[CH:14]=[CH:15][C:16](Cl)=[N:17][C:18]=3[CH:19]=[CH:20][C:21]=2[Cl:22])=[O:11])[CH2:4][CH2:3]1.[CH3:25][N:26]1[CH2:31][CH:30]=[C:29](B2OC(C)(C)C(C)(C)O2)[CH2:28][CH2:27]1.C(=O)([O-])[O-].[Cs+].[Cs+].ClCCl. (3) Given the product [Cl:30][C:31]1[CH:36]=[CH:35][CH:34]=[C:33]([F:37])[C:32]=1[C:38]1[C:42]([C:43]([O:1][CH:2]([C:24]2[CH:29]=[CH:28][CH:27]=[CH:26][CH:25]=2)[CH2:3][CH2:4][CH2:5][N:6]2[CH2:7][CH2:8][CH:9]([C:12]3[CH:17]=[CH:16][CH:15]=[C:14]([NH:18][C:19](=[O:23])[CH:20]([CH3:22])[CH3:21])[CH:13]=3)[CH2:10][CH2:11]2)=[O:44])=[C:41]([CH3:46])[O:40][N:39]=1, predict the reactants needed to synthesize it. The reactants are: [OH:1][CH:2]([C:24]1[CH:29]=[CH:28][CH:27]=[CH:26][CH:25]=1)[CH2:3][CH2:4][CH2:5][N:6]1[CH2:11][CH2:10][CH:9]([C:12]2[CH:13]=[C:14]([NH:18][C:19](=[O:23])[CH:20]([CH3:22])[CH3:21])[CH:15]=[CH:16][CH:17]=2)[CH2:8][CH2:7]1.[Cl:30][C:31]1[CH:36]=[CH:35][CH:34]=[C:33]([F:37])[C:32]=1[C:38]1[C:42]([C:43](Cl)=[O:44])=[C:41]([CH3:46])[O:40][N:39]=1.